The task is: Predict which catalyst facilitates the given reaction.. This data is from Catalyst prediction with 721,799 reactions and 888 catalyst types from USPTO. Reactant: [NH2:1][C:2]1[N:7]=[C:6]([C:8]2[CH:16]=[C:15]3[C:11]([C:12]([NH2:17])=[N:13][NH:14]3)=[CH:10][CH:9]=2)[CH:5]=[C:4](S(C)(=O)=O)[N:3]=1.[CH3:22][O:23][C:24]1[CH:29]=[CH:28][CH:27]=[CH:26][C:25]=1[CH2:30][CH2:31][NH2:32].CCN(C(C)C)C(C)C. Product: [NH2:17][C:12]1[C:11]2[C:15](=[CH:16][C:8]([C:6]3[N:7]=[C:2]([NH2:1])[N:3]=[C:4]([NH:32][CH2:31][CH2:30][C:25]4[CH:26]=[CH:27][CH:28]=[CH:29][C:24]=4[O:23][CH3:22])[CH:5]=3)=[CH:9][CH:10]=2)[NH:14][N:13]=1. The catalyst class is: 37.